Dataset: Forward reaction prediction with 1.9M reactions from USPTO patents (1976-2016). Task: Predict the product of the given reaction. (1) Given the reactants [CH3:1][CH:2]1[O:7][CH:6]([CH3:8])[CH2:5][N:4]([CH2:9][C:10]([CH3:20])([N:12]2[CH:16]=[C:15]([N+:17]([O-])=O)[N:14]=[CH:13]2)[CH3:11])[CH2:3]1.[F:21][C:22]1[CH:23]=[C:24]([CH2:29][C:30]([NH:32][C@@H:33]([C:37]2[CH:42]=[CH:41][CH:40]=[CH:39][CH:38]=2)[C:34](O)=[O:35])=[O:31])[CH:25]=[C:26]([F:28])[CH:27]=1, predict the reaction product. The product is: [F:21][C:22]1[CH:23]=[C:24]([CH2:29][C:30]([NH:32][C@@H:33]([C:37]2[CH:42]=[CH:41][CH:40]=[CH:39][CH:38]=2)[C:34]([NH:17][C:15]2[N:14]=[CH:13][N:12]([C:10]([CH3:20])([CH3:11])[CH2:9][N:4]3[CH2:3][C@@H:2]([CH3:1])[O:7][C@@H:6]([CH3:8])[CH2:5]3)[CH:16]=2)=[O:35])=[O:31])[CH:25]=[C:26]([F:28])[CH:27]=1. (2) Given the reactants [NH2:1][CH:2]([CH2:15][C:16]1[CH:21]=[CH:20][C:19]([F:22])=[CH:18][CH:17]=1)[CH:3]([C:5]1[CH:10]=[CH:9][C:8]([C:11]([F:14])([F:13])[F:12])=[CH:7][CH:6]=1)[OH:4].[C:23]1([CH2:29][CH2:30][CH2:31][C:32](O)=[O:33])[CH:28]=[CH:27][CH:26]=[CH:25][CH:24]=1.Cl.C(N=C=NCCCN(C)C)C.ON1C2C=CC=CC=2N=N1, predict the reaction product. The product is: [F:22][C:19]1[CH:18]=[CH:17][C:16]([CH2:15][CH:2]([NH:1][C:32](=[O:33])[CH2:31][CH2:30][CH2:29][C:23]2[CH:28]=[CH:27][CH:26]=[CH:25][CH:24]=2)[CH:3]([OH:4])[C:5]2[CH:10]=[CH:9][C:8]([C:11]([F:12])([F:13])[F:14])=[CH:7][CH:6]=2)=[CH:21][CH:20]=1. (3) Given the reactants C1(C)C=CC(S(Cl)(=O)=O)=CC=1.[CH2:12]([O:14][CH2:15][C:16]1[N:17]([CH2:40][CH2:41][CH3:42])[C:18]2[C:27]3[CH:26]=[C:25]([O:28][CH2:29][CH2:30][CH2:31][N:32]4[CH2:36][CH2:35][CH2:34][C:33]4=[O:37])[CH:24]=[CH:23][C:22]=3[N+:21]([O-])=[CH:20][C:19]=2[N:39]=1)[CH3:13].[OH-].[NH4+:44], predict the reaction product. The product is: [NH2:44][C:20]1[C:19]2[N:39]=[C:16]([CH2:15][O:14][CH2:12][CH3:13])[N:17]([CH2:40][CH2:41][CH3:42])[C:18]=2[C:27]2[CH:26]=[C:25]([O:28][CH2:29][CH2:30][CH2:31][N:32]3[CH2:36][CH2:35][CH2:34][C:33]3=[O:37])[CH:24]=[CH:23][C:22]=2[N:21]=1. (4) Given the reactants [F:1][C:2]([F:23])([F:22])[C:3]1[CH:17]=[C:16]([C:18]([F:21])([F:20])[F:19])[CH:15]=[CH:14][C:4]=1[CH2:5][N:6]1[CH2:11][CH2:10][CH:9]([CH:12]=O)[CH2:8][CH2:7]1.[O:24]=[C:25]1[N:29]=[C:28]([NH:30][C@@H:31]([C:34]([N:36]([CH3:38])[CH3:37])=[O:35])[CH2:32][OH:33])[CH2:27][S:26]1.C([O-])(=O)C.[NH2+]1CCCCC1, predict the reaction product. The product is: [F:23][C:2]([F:1])([F:22])[C:3]1[CH:17]=[C:16]([C:18]([F:21])([F:20])[F:19])[CH:15]=[CH:14][C:4]=1[CH2:5][N:6]1[CH2:11][CH2:10][CH:9](/[CH:12]=[C:27]2/[C:28]([NH:30][C@@H:31]([C:34]([N:36]([CH3:38])[CH3:37])=[O:35])[CH2:32][OH:33])=[N:29][C:25](=[O:24])[S:26]/2)[CH2:8][CH2:7]1. (5) Given the reactants [OH:1][C:2]1[CH:3]=[CH:4][CH:5]=[C:6]2[C:11]=1[N:10]=[CH:9][N:8]=[CH:7]2.I[CH3:13], predict the reaction product. The product is: [CH3:13][O:1][C:2]1[CH:3]=[CH:4][CH:5]=[C:6]2[C:11]=1[N:10]=[CH:9][N:8]=[CH:7]2.